Task: Predict the product of the given reaction.. Dataset: Forward reaction prediction with 1.9M reactions from USPTO patents (1976-2016) (1) Given the reactants [Cl:1][C:2]1[CH:8]=[C:7]([O:9][CH3:10])[CH:6]=[CH:5][C:3]=1[NH2:4].[C:11](Cl)(Cl)=[S:12], predict the reaction product. The product is: [Cl:1][C:2]1[CH:8]=[C:7]([O:9][CH3:10])[CH:6]=[CH:5][C:3]=1[N:4]=[C:11]=[S:12]. (2) The product is: [PH:14](=[O:19])([O:15][CH:16]([CH3:18])[CH3:17])[O:13][CH:10]([CH3:12])[CH3:11]. Given the reactants C(OCCOCCl)(=O)C.[CH:10]([O:13][P:14]([O:19]C(C)C)[O:15][CH:16]([CH3:18])[CH3:17])([CH3:12])[CH3:11], predict the reaction product. (3) Given the reactants [CH:1]1([C:4]2[CH:5]=[CH:6][C:7]([NH:14][C:15]3[CH:16]=[C:17]4[C:21](=[CH:22][CH:23]=3)[N:20]([CH2:24][CH:25]3[CH2:27][CH2:26]3)[CH:19]=[CH:18]4)=[C:8]([CH:13]=2)[C:9]([O:11]C)=[O:10])[CH2:3][CH2:2]1.[OH-].[Na+].C(O)C.Cl, predict the reaction product. The product is: [CH:1]1([C:4]2[CH:5]=[CH:6][C:7]([NH:14][C:15]3[CH:16]=[C:17]4[C:21](=[CH:22][CH:23]=3)[N:20]([CH2:24][CH:25]3[CH2:27][CH2:26]3)[CH:19]=[CH:18]4)=[C:8]([CH:13]=2)[C:9]([OH:11])=[O:10])[CH2:3][CH2:2]1.